Dataset: Forward reaction prediction with 1.9M reactions from USPTO patents (1976-2016). Task: Predict the product of the given reaction. (1) Given the reactants [Cl:1][C:2]1[C:3]([CH3:26])=[C:4]([C:23](=[O:25])[CH3:24])[C:5]([OH:22])=[C:6]([O:10][CH2:11][CH2:12][CH:13]([C:15]2[CH:20]=[CH:19][C:18]([F:21])=[CH:17][CH:16]=2)[CH3:14])[C:7]=1[O:8][CH3:9].[Br:27][CH2:28][CH2:29][CH2:30]Br, predict the reaction product. The product is: [Br:27][CH2:28][CH2:29][CH2:30][O:22][C:5]1[C:6]([O:10][CH2:11][CH2:12][CH:13]([C:15]2[CH:20]=[CH:19][C:18]([F:21])=[CH:17][CH:16]=2)[CH3:14])=[C:7]([O:8][CH3:9])[C:2]([Cl:1])=[C:3]([CH3:26])[C:4]=1[C:23](=[O:25])[CH3:24]. (2) Given the reactants [CH:1](N(C(C)C)CC)(C)C.[Cl-].[C:11]([O:22][CH3:23])(=[O:21])[C:12]1[CH:20]=[CH:19][C:15](C([O-])=O)=[CH:14][CH:13]=1.C1C(C(N)=N)=CC=C(OCCCCCO[C:40]2[CH:45]=[CH:44][C:43](/[C:46](/[NH2:49])=[N:47]\[OH:48])=CC=2)C=1.C(=O)([O-])[O-].[Cs+].[Cs+].Cl, predict the reaction product. The product is: [CH2:43]([C:46]1[N:49]=[C:1]([C:20]2[CH:19]=[CH:15][CH:14]=[CH:13][C:12]=2[C:11]([O:22][CH3:23])=[O:21])[O:48][N:47]=1)[CH2:44][CH2:45][CH3:40]. (3) Given the reactants [CH2:1]([O:8][CH2:9][N:10]1[C:14](Br)=[C:13]([CH2:16][C:17]2[CH:22]=[CH:21][CH:20]=[C:19]([O:23][CH3:24])[N:18]=2)[C:12]([C:25]([O:27][CH2:28][CH3:29])=[O:26])=[C:11]1[CH:30]=[O:31])[C:2]1[CH:7]=[CH:6][CH:5]=[CH:4][CH:3]=1.ClC1N(COCC[Si](C)(C)C)C2C=NNC(=O)C=2C=1I.[CH:52]1([O:55][C:56]2[CH:57]=[C:58](B3OC(C)(C)C(C)(C)O3)[CH:59]=[CH:60][C:61]=2[O:62][CH:63]([F:65])[F:64])[CH2:54][CH2:53]1.C1(B(O)O)C=CC=CC=1, predict the reaction product. The product is: [CH2:1]([O:8][CH2:9][N:10]1[C:14]([C:58]2[CH:59]=[CH:60][C:61]([O:62][CH:63]([F:65])[F:64])=[C:56]([O:55][CH:52]3[CH2:53][CH2:54]3)[CH:57]=2)=[C:13]([CH2:16][C:17]2[CH:22]=[CH:21][CH:20]=[C:19]([O:23][CH3:24])[N:18]=2)[C:12]([C:25]([O:27][CH2:28][CH3:29])=[O:26])=[C:11]1[CH:30]=[O:31])[C:2]1[CH:7]=[CH:6][CH:5]=[CH:4][CH:3]=1. (4) Given the reactants I[C:2]1[S:3][C:4]2[NH:5][C:6](=[O:15])[C:7]3[CH:8]=[CH:9][CH:10]=[CH:11][C:12]=3[C:13]=2[N:14]=1.CN(C=O)C.[CH3:21][N:22]([CH3:26])[CH2:23][C:24]#[CH:25], predict the reaction product. The product is: [CH3:21][N:22]([CH3:26])[CH2:23][C:24]#[C:25][C:2]1[S:3][C:4]2[NH:5][C:6](=[O:15])[C:7]3[CH:8]=[CH:9][CH:10]=[CH:11][C:12]=3[C:13]=2[N:14]=1. (5) The product is: [ClH:41].[ClH:41].[NH2:30][C:21]1[C:22]([O:24][CH2:25][CH2:26][O:43][CH3:42])=[CH:23][C:18]([CH2:17][C@H:14]2[C@H:15]([OH:16])[C@@H:10]([NH:9][CH2:8][C:7]3[CH:36]=[CH:37][CH:38]=[C:5]([C:1]([CH3:4])([CH3:2])[CH3:3])[CH:6]=3)[CH2:11][S:12](=[O:35])(=[O:34])[CH2:13]2)=[CH:19][C:20]=1[F:33]. Given the reactants [C:1]([C:5]1[CH:6]=[C:7]([CH:36]=[CH:37][CH:38]=1)[CH2:8][NH:9][C@@H:10]1[C@@H:15]([OH:16])[C@H:14]([CH2:17][C:18]2[CH:23]=[C:22]([O:24][CH2:25][C:26](F)(F)F)[C:21]([N+:30]([O-])=O)=[C:20]([F:33])[CH:19]=2)[CH2:13][S:12](=[O:35])(=[O:34])[CH2:11]1)([CH3:4])([CH3:3])[CH3:2].[BH4-].[Na+].[ClH:41].[CH3:42][OH:43], predict the reaction product. (6) The product is: [CH3:1][C:2]1([CH3:32])[CH2:11][CH:10]=[C:9]([C:12]2[CH:17]=[CH:16][CH:15]=[CH:14][C:13]=2[CH3:18])[C:8]2[CH:7]=[C:6]([C:19]#[C:20][C:21]3[CH:22]=[CH:23][C:24]([C:25]([OH:27])=[O:26])=[CH:30][CH:31]=3)[CH:5]=[CH:4][C:3]1=2. Given the reactants [CH3:1][C:2]1([CH3:32])[CH2:11][CH:10]=[C:9]([C:12]2[CH:17]=[CH:16][CH:15]=[CH:14][C:13]=2[CH3:18])[C:8]2[CH:7]=[C:6]([C:19]#[C:20][C:21]3[CH:31]=[CH:30][C:24]([C:25]([O:27]CC)=[O:26])=[CH:23][CH:22]=3)[CH:5]=[CH:4][C:3]1=2.[OH-].[Na+].Cl, predict the reaction product. (7) The product is: [C:2]1([C:1]2[S:8][CH:11]=[C:12]([C:13]([OH:15])=[O:14])[N:9]=2)[CH:7]=[CH:6][CH:5]=[CH:4][CH:3]=1. Given the reactants [C:1]([NH2:9])(=[S:8])[C:2]1[CH:7]=[CH:6][CH:5]=[CH:4][CH:3]=1.Br[CH2:11][C:12](=O)[C:13]([OH:15])=[O:14], predict the reaction product. (8) Given the reactants [OH:1][C@H:2]1[CH2:6][CH2:5][CH2:4][C@H:3]1[C:7]([O:9][CH2:10][CH3:11])=[O:8].C(Cl)(Cl)Cl.Cl[C:17]1[CH:18]=[C:19]([CH:28]=[CH:29][C:30]=1Cl)[CH2:20]N=C([O-])C(Cl)(Cl)Cl.FC(F)(F)S(O)(=O)=O, predict the reaction product. The product is: [CH2:20]([O:1][C@H:2]1[CH2:6][CH2:5][CH2:4][C@H:3]1[C:7]([O:9][CH2:10][CH3:11])=[O:8])[C:19]1[CH:28]=[CH:29][CH:30]=[CH:17][CH:18]=1. (9) The product is: [NH:1]1[C:5]2=[N:6][CH:7]=[CH:8][CH:9]=[C:4]2[C:3]([CH:10]=[C:11]2[C:12](=[O:32])[CH:13]=[C:14]([NH:16][C:17]3[CH:22]=[CH:21][C:20]([O:23][CH3:24])=[CH:19][C:18]=3[O:25][CH3:26])[O:15]2)=[CH:2]1. Given the reactants [NH:1]1[C:5]2=[N:6][CH:7]=[CH:8][CH:9]=[C:4]2[C:3]([CH:10]=[C:11]2[O:15][C:14]([NH:16][C:17]3[CH:22]=[CH:21][C:20]([O:23][CH3:24])=[CH:19][C:18]=3[O:25][CH3:26])=[C:13](C(OCC)=O)[C:12]2=[O:32])=[CH:2]1, predict the reaction product.